Dataset: Forward reaction prediction with 1.9M reactions from USPTO patents (1976-2016). Task: Predict the product of the given reaction. Given the reactants [NH2:1][CH:2]1[CH2:7][CH2:6][N:5]([C:8]([O:10][C:11]([CH3:14])([CH3:13])[CH3:12])=[O:9])[CH2:4][CH2:3]1.[C:15](OC(=O)C)(=[O:17])[CH3:16].C(N(CC)CC)C, predict the reaction product. The product is: [C:15]([NH:1][CH:2]1[CH2:3][CH2:4][N:5]([C:8]([O:10][C:11]([CH3:14])([CH3:13])[CH3:12])=[O:9])[CH2:6][CH2:7]1)(=[O:17])[CH3:16].